Dataset: Full USPTO retrosynthesis dataset with 1.9M reactions from patents (1976-2016). Task: Predict the reactants needed to synthesize the given product. (1) Given the product [I:14][C:6]1[CH:7]=[CH:8][C:9]([CH3:10])=[C:4]([N+:1]([O-:3])=[O:2])[C:5]=1[CH3:11], predict the reactants needed to synthesize it. The reactants are: [N+:1]([C:4]1[C:9]([CH3:10])=[CH:8][CH:7]=[CH:6][C:5]=1[CH3:11])([O-:3])=[O:2].II.[I:14](O)(=O)(=O)=O.S(=O)(=O)(O)O. (2) Given the product [OH:24][CH:23]([C:25]1[C:33]2[C:28](=[CH:29][CH:30]=[C:31]([C:34]#[N:35])[CH:32]=2)[NH:27][CH:26]=1)[CH2:22][CH2:21][CH2:20][N:17]1[CH2:18][CH2:19][N:14]([C:11]2[CH:10]=[CH:9][C:8]([N:3]3[CH:4]=[CH:5][CH:6]=[CH:7][C:2]3=[O:1])=[CH:13][CH:12]=2)[CH2:15][CH2:16]1, predict the reactants needed to synthesize it. The reactants are: [O:1]=[C:2]1[CH:7]=[CH:6][CH:5]=[CH:4][N:3]1[C:8]1[CH:13]=[CH:12][C:11]([N:14]2[CH2:19][CH2:18][N:17]([CH2:20][CH2:21][CH2:22][C:23]([C:25]3[C:33]4[C:28](=[CH:29][CH:30]=[C:31]([C:34]#[N:35])[CH:32]=4)[NH:27][CH:26]=3)=[O:24])[CH2:16][CH2:15]2)=[CH:10][CH:9]=1.[BH4-].[Na+]. (3) The reactants are: [OH-].[Na+].[C:3]([O:7][C:8]([N:10]1[CH2:15][CH2:14][C:13]([C:30](=[O:32])[NH2:31])([NH:16][C:17](=O)[C:18]2[CH:23]=[CH:22][C:21]([C:24]([F:27])([F:26])[F:25])=[CH:20][C:19]=2[F:28])[CH2:12][CH2:11]1)=[O:9])([CH3:6])([CH3:5])[CH3:4]. Given the product [C:3]([O:7][C:8]([N:10]1[CH2:15][CH2:14][C:13]2([N:16]=[C:17]([C:18]3[CH:23]=[CH:22][C:21]([C:24]([F:27])([F:26])[F:25])=[CH:20][C:19]=3[F:28])[NH:31][C:30]2=[O:32])[CH2:12][CH2:11]1)=[O:9])([CH3:6])([CH3:5])[CH3:4], predict the reactants needed to synthesize it.